Predict which catalyst facilitates the given reaction. From a dataset of Catalyst prediction with 721,799 reactions and 888 catalyst types from USPTO. (1) Reactant: [Cl-].O[NH3+:3].[C:4](=[O:7])([O-])[OH:5].[Na+].CS(C)=O.[CH3:13][C:14]1[CH2:18][CH:17]([CH2:19][O:20][C@H:21]2[CH2:26][CH2:25][C@H:24]([N:27]3[C:32](=[O:33])[C:31]([CH2:34][C:35]4[CH:40]=[CH:39][C:38]([C:41]5[C:42]([C:47]#[N:48])=[CH:43][CH:44]=[CH:45][CH:46]=5)=[CH:37][CH:36]=4)=[C:30]([CH2:49][CH2:50][CH3:51])[N:29]4[N:52]=[CH:53][N:54]=[C:28]34)[CH2:23][CH2:22]2)[O:16][N:15]=1. Product: [CH3:13][C:14]1[CH2:18][CH:17]([CH2:19][O:20][C@H:21]2[CH2:26][CH2:25][C@H:24]([N:27]3[C:32](=[O:33])[C:31]([CH2:34][C:35]4[CH:40]=[CH:39][C:38]([C:41]5[CH:46]=[CH:45][CH:44]=[CH:43][C:42]=5[C:47]5[NH:3][C:4](=[O:7])[O:5][N:48]=5)=[CH:37][CH:36]=4)=[C:30]([CH2:49][CH2:50][CH3:51])[N:29]4[N:52]=[CH:53][N:54]=[C:28]34)[CH2:23][CH2:22]2)[O:16][N:15]=1. The catalyst class is: 13. (2) Reactant: [Br:1][C:2]1[CH:11]=[C:10]2[C:5]([C:6]([OH:17])([C:12]([O:14]CC)=O)[CH2:7][O:8][CH2:9]2)=[CH:4][CH:3]=1.ClC(Cl)(Cl)[C:20]([N:22]=C=O)=[O:21].C(N(CC)CC)C. Product: [Br:1][C:2]1[CH:11]=[C:10]2[CH2:9][O:8][CH2:7][C:6]3([O:17][C:20](=[O:21])[NH:22][C:12]3=[O:14])[C:5]2=[CH:4][CH:3]=1. The catalyst class is: 4.